Dataset: Full USPTO retrosynthesis dataset with 1.9M reactions from patents (1976-2016). Task: Predict the reactants needed to synthesize the given product. (1) Given the product [F:18][C:19]1[CH:24]=[C:23]([CH3:11])[C:22]([N+:25]([O-:27])=[O:26])=[CH:21][C:20]=1[N+:29]([O-:31])=[O:30], predict the reactants needed to synthesize it. The reactants are: [N+]([O-])(O)=O.OS(O)(=O)=O.F[C:11]1C=CC=C(C)C=1.[F:18][C:19]1[CH:24]=[CH:23][C:22]([N+:25]([O-:27])=[O:26])=[C:21](C)[C:20]=1[N+:29]([O-:31])=[O:30]. (2) Given the product [F:18][C:19]1[C:24]([F:25])=[CH:23][CH:22]=[CH:21][C:20]=1[C:26]1[N:27]=[C:28]2[CH:33]=[CH:32][N:31]([CH2:2][C:3]3[O:7][N:6]=[C:5]([C:8]4[CH:13]=[CH:12][C:11]([C:14]([F:17])([F:16])[F:15])=[CH:10][CH:9]=4)[CH:4]=3)[N:30]=[C:29]2[N:34]=1, predict the reactants needed to synthesize it. The reactants are: Cl[CH2:2][C:3]1[O:7][N:6]=[C:5]([C:8]2[CH:13]=[CH:12][C:11]([C:14]([F:17])([F:16])[F:15])=[CH:10][CH:9]=2)[CH:4]=1.[F:18][C:19]1[C:24]([F:25])=[CH:23][CH:22]=[CH:21][C:20]=1[C:26]1[N:27]=[C:28]2[CH:33]=[CH:32][NH:31][N:30]=[C:29]2[N:34]=1. (3) The reactants are: [CH3:1][O:2][C:3]1[C:4]([NH:12][NH:13][C:14](=O)[CH3:15])=[N:5][CH:6]=[C:7]([N+:9]([O-:11])=[O:10])[CH:8]=1.CCN(C(C)C)C(C)C.O=P(Cl)(Cl)Cl.C([O-])(O)=O.[Na+]. Given the product [CH3:1][O:2][C:3]1[C:4]2[N:5]([C:14]([CH3:15])=[N:13][N:12]=2)[CH:6]=[C:7]([N+:9]([O-:11])=[O:10])[CH:8]=1, predict the reactants needed to synthesize it. (4) The reactants are: [Cl:1][C:2]1[CH:10]=[C:9]([CH:11]=[CH2:12])[CH:8]=[CH:7][C:3]=1[C:4]([OH:6])=O.CN(C(ON1N=NC2C=CC=NC1=2)=[N+](C)C)C.F[P-](F)(F)(F)(F)F.CCN(C(C)C)C(C)C.Cl.[NH2:47][C:48]1[CH:49]=[CH:50][C:51]2[C:55]([CH3:57])([CH3:56])[O:54][B:53]([OH:58])[C:52]=2[CH:59]=1. Given the product [Cl:1][C:2]1[CH:10]=[C:9]([CH:11]=[CH2:12])[CH:8]=[CH:7][C:3]=1[C:4]([NH:47][C:48]1[CH:49]=[CH:50][C:51]2[C:55]([CH3:56])([CH3:57])[O:54][B:53]([OH:58])[C:52]=2[CH:59]=1)=[O:6], predict the reactants needed to synthesize it.